This data is from Full USPTO retrosynthesis dataset with 1.9M reactions from patents (1976-2016). The task is: Predict the reactants needed to synthesize the given product. (1) Given the product [Cl:21][CH2:22][C:23]([N:11]([CH:2]1[CH:3]2[CH2:4][CH:5]3[CH2:6][CH:7]([CH2:8][CH:1]1[CH2:10]3)[CH2:9]2)[NH:12][C:13]([O:15][CH2:10][C:1]1[CH:8]=[CH:7][CH:9]=[CH:3][CH:2]=1)=[O:14])=[O:24], predict the reactants needed to synthesize it. The reactants are: [CH:1]12[CH2:10][CH:5]3[CH2:6][CH:7]([CH2:9][CH:3]([CH2:4]3)[CH:2]1[NH:11][NH:12][C:13]([O-:15])=[O:14])[CH2:8]2.C(=O)([O-])O.[Na+].[Cl:21][CH2:22][C:23](Cl)=[O:24].O. (2) Given the product [C:21]([OH:23])(=[O:22])[C:20]([OH:29])=[O:62].[Br:1][C:2]1[CH:11]=[C:10]2[C:5]([CH:6]=[CH:7][N:8]3[C:21](=[O:22])[CH:20]=[C:19]([C:16]4[CH:17]=[CH:18][N:13]=[CH:14][CH:15]=4)[N:12]=[C:9]32)=[CH:4][CH:3]=1, predict the reactants needed to synthesize it. The reactants are: [Br:1][C:2]1[CH:11]=[C:10]2[C:5]([CH:6]=[CH:7][N:8]=[C:9]2[NH2:12])=[CH:4][CH:3]=1.[N:13]1[CH:18]=[CH:17][C:16]([C:19](=O)[CH2:20][C:21]([O:23]CC)=[O:22])=[CH:15][CH:14]=1.C([O-])(=[O:29])C.[NH4+].C1C=CC(C2C=CC=CC=2)=CC=1.C1C=CC(OC2C=CC=CC=2)=CC=1.Cl.C(O)(C)C.[OH2:62]. (3) Given the product [C:10]([Si:4]([C:5]([CH3:7])=[CH2:6])([C:8]#[C:9][C:29]1[C:28]2[C:14](=[CH:15][C:16]3[C:26]([CH:27]=2)=[CH:35][CH:34]=[CH:33][CH:32]=3)[C:13]([C:9]#[C:8][Si:4]([C:5]([CH3:7])=[CH2:6])([C:1]([CH3:3])=[CH2:2])[CH:10]([CH3:12])[CH3:11])=[C:35]2[C:34]=1[CH:33]=[C:32]1[C:27](=[CH:26]2)[CH:28]=[CH:29][CH:30]=[CH:31]1)[CH:1]([CH3:3])[CH3:2])([CH3:12])=[CH2:11], predict the reactants needed to synthesize it. The reactants are: [C:1]([Si:4]([C:10]([CH3:12])=[CH2:11])([C:8]#[CH:9])[CH:5]([CH3:7])[CH3:6])([CH3:3])=[CH2:2].[CH2:13]([Li])[CH2:14][CH2:15][CH3:16].[CH:34]1[C:33]2[C:28](=[CH:29][C:30]3C(=O)[C:26]4[C:35](C(=O)[C:31]=3[CH:32]=2)=[CH:34][C:33]2[C:28](=[CH:29][CH:30]=[CH:31][CH:32]=2)[CH:27]=4)[CH:27]=[CH:26][CH:35]=1. (4) The reactants are: [Cl:1][C:2]1[CH:7]=[C:6]([C:8]([F:11])([F:10])[F:9])[CH:5]=[C:4]([Cl:12])[C:3]=1[NH:13][NH2:14].[Cl:15][C:16]1([Cl:23])[CH2:18][C:17]1([C:20](O)=[O:21])[CH3:19].Cl.CN(C)CCCN=C=NCC. Given the product [Cl:1][C:2]1[CH:7]=[C:6]([C:8]([F:9])([F:11])[F:10])[CH:5]=[C:4]([Cl:12])[C:3]=1[NH:13][NH:14][C:20]([C:17]1([CH3:19])[CH2:18][C:16]1([Cl:23])[Cl:15])=[O:21], predict the reactants needed to synthesize it. (5) Given the product [O:37]=[C:9]1[C:10]2[C:15](=[CH:14][C:13]([C:17]3[CH:18]=[CH:19][C:20]([NH:23][C:24]([NH:26][C:27]4[CH:32]=[CH:31][CH:30]=[C:29]([C:33]([F:35])([F:36])[F:34])[CH:28]=4)=[O:25])=[CH:21][CH:22]=3)=[CH:12][CH:11]=2)[CH2:16][N:8]1[C:3]1([C:4]([O:6][CH3:7])=[O:5])[CH2:48][CH2:40][CH2:1][CH2:2]1, predict the reactants needed to synthesize it. The reactants are: [CH3:1][CH:2](C)[C@@H:3]([N:8]1[CH2:16][C:15]2[C:10](=[CH:11][CH:12]=[C:13]([C:17]3[CH:22]=[CH:21][C:20]([NH:23][C:24]([NH:26][C:27]4[CH:32]=[CH:31][CH:30]=[C:29]([C:33]([F:36])([F:35])[F:34])[CH:28]=4)=[O:25])=[CH:19][CH:18]=3)[CH:14]=2)[C:9]1=[O:37])[C:4]([O:6][CH3:7])=[O:5].Br[C:40]1C=C2C(=C[CH:48]=1)C(=O)N(C1(C(OC)=O)CCCC1)C2.CC1(C)C(C)(C)OB(C2C=CC(NC(NC3C=CC=C(C(F)(F)F)C=3)=O)=CC=2)O1.